Dataset: Forward reaction prediction with 1.9M reactions from USPTO patents (1976-2016). Task: Predict the product of the given reaction. (1) Given the reactants [Br:1][C:2]1[CH:3]=[C:4]([CH:6]=[CH:7][C:8]=1[CH3:9])[NH2:5].[OH-].[Na+].[CH3:12][C:13]([CH3:18])=[CH:14][C:15](Cl)=[O:16], predict the reaction product. The product is: [Br:1][C:2]1[CH:3]=[C:4]([NH:5][C:15](=[O:16])[CH:14]=[C:13]([CH3:18])[CH3:12])[CH:6]=[CH:7][C:8]=1[CH3:9]. (2) Given the reactants C(OC(=O)[N:7]([C:14]1[CH:19]=[CH:18][N:17]2[N:20]=[CH:21][C:22](Br)=[C:16]2[N:15]=1)[C:8]1[CH:13]=[CH:12][CH:11]=[CH:10][CH:9]=1)(C)(C)C.[CH3:25][O:26][C:27]1[CH:28]=[C:29](B(O)O)[CH:30]=[C:31]([O:35][CH3:36])[C:32]=1[O:33][CH3:34], predict the reaction product. The product is: [C:8]1([NH:7][C:14]2[CH:19]=[CH:18][N:17]3[N:20]=[CH:21][C:22]([C:29]4[CH:30]=[C:31]([O:35][CH3:36])[C:32]([O:33][CH3:34])=[C:27]([O:26][CH3:25])[CH:28]=4)=[C:16]3[N:15]=2)[CH:9]=[CH:10][CH:11]=[CH:12][CH:13]=1. (3) Given the reactants [Cl:1][C:2]1[C:7]([F:8])=[CH:6][CH:5]=[C:4]([Cl:9])[C:3]=1[C@H:10]([O:12][C:13]1[C:14]([NH2:28])=[N:15][CH:16]=[C:17](B2OC(C)(C)C(C)(C)O2)[CH:18]=1)[CH3:11].[C:29]([O:33][C:34]([N:36]1[CH2:41][CH2:40][CH:39]([N:42]2[CH:46]=[C:45](Br)[CH:44]=[N:43]2)[CH2:38][CH2:37]1)=[O:35])([CH3:32])([CH3:31])[CH3:30].C([O-])([O-])=O.[Na+].[Na+], predict the reaction product. The product is: [C:29]([O:33][C:34]([N:36]1[CH2:37][CH2:38][CH:39]([N:42]2[CH:46]=[C:45]([C:17]3[CH:16]=[N:15][C:14]([NH2:28])=[C:13]([O:12][C@@H:10]([C:3]4[C:4]([Cl:9])=[CH:5][CH:6]=[C:7]([F:8])[C:2]=4[Cl:1])[CH3:11])[CH:18]=3)[CH:44]=[N:43]2)[CH2:40][CH2:41]1)=[O:35])([CH3:32])([CH3:30])[CH3:31]. (4) Given the reactants [CH2:1]([CH2:6][O:7][CH2:8][CH2:9][NH2:10])[O:2][CH2:3][CH2:4][NH2:5].[CH3:11][CH:12]([CH3:17])[CH2:13][C:14](=O)[CH3:15].C(=O)([O-])[O-].[Na+].[Na+], predict the reaction product. The product is: [CH2:6]([O:7][CH2:8][CH2:9][NH:10][CH:14]([CH2:13][CH:12]([CH3:17])[CH3:11])[CH3:15])[CH2:1][O:2][CH2:3][CH2:4][NH:5][CH:14]([CH2:13][CH:12]([CH3:17])[CH3:11])[CH3:15]. (5) Given the reactants [CH3:1][O:2][C:3]1[CH:10]=[CH:9][C:8]([O:11][C:12]2[C:20]([CH3:21])=[CH:19][C:18]([N+:22]([O-:24])=[O:23])=[C:17]3[C:13]=2[CH2:14][CH2:15][CH2:16]3)=[CH:7][C:4]=1[CH:5]=O.[Br-].[F:26][C:27]1[CH:28]=[C:29]([CH:50]=[CH:51][C:52]=1[O:53][CH3:54])[CH2:30][P+](C1C=CC=CC=1)(C1C=CC=CC=1)C1C=CC=CC=1, predict the reaction product. The product is: [F:26][C:27]1[CH:28]=[C:29]([CH:30]=[CH:5][C:4]2[CH:7]=[C:8]([CH:9]=[CH:10][C:3]=2[O:2][CH3:1])[O:11][C:12]2[C:20]([CH3:21])=[CH:19][C:18]([N+:22]([O-:24])=[O:23])=[C:17]3[C:13]=2[CH2:14][CH2:15][CH2:16]3)[CH:50]=[CH:51][C:52]=1[O:53][CH3:54].